From a dataset of Full USPTO retrosynthesis dataset with 1.9M reactions from patents (1976-2016). Predict the reactants needed to synthesize the given product. (1) Given the product [Br:1][C:2]1[CH:3]=[N:4][CH:5]=[C:6]2[C:11]=1[N:10]=[C:9]([C:12]([NH:61][CH:59]([C:56]1[CH:55]=[CH:54][C:53]([S:50]([CH3:49])(=[O:52])=[O:51])=[CH:58][CH:57]=1)[CH3:60])=[O:14])[CH:8]=[CH:7]2, predict the reactants needed to synthesize it. The reactants are: [Br:1][C:2]1[CH:3]=[N:4][CH:5]=[C:6]2[C:11]=1[N:10]=[C:9]([C:12]([OH:14])=O)[CH:8]=[CH:7]2.C(N(CC)C(C)C)(C)C.F[P-](F)(F)(F)(F)F.N1(OC(N(C)C)=[N+](C)C)C2N=CC=CC=2N=N1.Cl.[CH3:49][S:50]([C:53]1[CH:58]=[CH:57][C:56]([CH:59]([NH2:61])[CH3:60])=[CH:55][CH:54]=1)(=[O:52])=[O:51]. (2) Given the product [Cl:1][C:2]1[CH:22]=[CH:21][C:5]2[C:6]([S:32][CH2:24][C:23]#[N:25])=[C:7]([C:9]([O:11][CH3:12])=[O:10])[S:8][C:4]=2[CH:3]=1, predict the reactants needed to synthesize it. The reactants are: [Cl:1][C:2]1[CH:22]=[CH:21][C:5]2[C:6](OS(C(F)(F)F)(=O)=O)=[C:7]([C:9]([O:11][CH3:12])=[O:10])[S:8][C:4]=2[CH:3]=1.[CH2:23]([N:25](CC)CC)[CH3:24].C(OC)(=O)C[SH:32]. (3) Given the product [CH:21]1([C:19]2[N:12]3[C:13]([CH:14]=[N:15][C:10]([NH:9][C:6]4[CH:7]=[CH:8][C:3]([O:2][CH3:1])=[CH:4][CH:5]=4)=[N:11]3)=[C:16]([CH3:17])[N:18]=2)[CH2:23][CH2:22]1, predict the reactants needed to synthesize it. The reactants are: [CH3:1][O:2][C:3]1[CH:8]=[CH:7][C:6]([NH:9][C:10]2[N:11]=[N:12][C:13]([CH:16]([NH:18][C:19]([CH:21]3[CH2:23][CH2:22]3)=O)[CH3:17])=[CH:14][N:15]=2)=[CH:5][CH:4]=1.P(Cl)(Cl)(Cl)=O. (4) Given the product [Br:17][C:18]1[CH:23]=[C:22]([NH:16][CH2:9][C:10]2[CH:15]=[CH:14][CH:13]=[CH:12][CH:11]=2)[CH:21]=[CH:20][CH:19]=1, predict the reactants needed to synthesize it. The reactants are: [O-]P([O-])([O-])=O.[K+].[K+].[K+].[CH2:9]([NH2:16])[C:10]1[CH:15]=[CH:14][CH:13]=[CH:12][CH:11]=1.[Br:17][C:18]1[CH:19]=[C:20](I)[CH:21]=[CH:22][CH:23]=1.C(O)CO.